From a dataset of Full USPTO retrosynthesis dataset with 1.9M reactions from patents (1976-2016). Predict the reactants needed to synthesize the given product. (1) Given the product [CH2:53]([S:54]([NH:57][C:30](=[O:32])[CH2:29][CH2:28][C:25]1[CH:26]=[CH:27][C:22]([NH:21][CH2:20][C:16]2[CH:15]=[C:14]([C:10]3[C:9]([CH3:34])=[CH:8][C:7]([O:6][CH2:5][CH2:4][O:3][CH2:1][CH3:2])=[CH:12][C:11]=3[CH3:13])[CH:19]=[CH:18][CH:17]=2)=[CH:23][C:24]=1[F:33])(=[O:56])=[O:55])[C:47]1[CH:52]=[CH:51][CH:50]=[CH:49][CH:48]=1, predict the reactants needed to synthesize it. The reactants are: [CH2:1]([O:3][CH2:4][CH2:5][O:6][C:7]1[CH:12]=[C:11]([CH3:13])[C:10]([C:14]2[CH:19]=[CH:18][CH:17]=[C:16]([CH2:20][NH:21][C:22]3[CH:27]=[CH:26][C:25]([CH2:28][CH2:29][C:30]([OH:32])=O)=[C:24]([F:33])[CH:23]=3)[CH:15]=2)=[C:9]([CH3:34])[CH:8]=1)[CH3:2].C(N1C=CN=C1)(N1C=CN=C1)=O.[C:47]1([CH2:53][S:54]([NH2:57])(=[O:56])=[O:55])[CH:52]=[CH:51][CH:50]=[CH:49][CH:48]=1.C1CCN2C(=NCCC2)CC1. (2) Given the product [CH3:17][O:16][CH2:15][CH2:14][O:13][C:5]1[C:4]([CH3:18])=[C:3]([CH:8]=[CH:7][C:6]=1[S:9]([CH3:12])(=[O:11])=[O:10])[C:19]([OH:21])=[O:20], predict the reactants needed to synthesize it. The reactants are: O.Cl[C:3]1[CH:8]=[CH:7][C:6]([S:9]([CH3:12])(=[O:11])=[O:10])=[C:5]([O:13][CH2:14][CH2:15][O:16][CH3:17])[C:4]=1[CH3:18].[C:19](=O)([O-:21])[O-:20].[Na+].[Na+]. (3) The reactants are: C[O:2][C:3](=[O:39])[C:4]1[CH:9]=[CH:8][CH:7]=[C:6]([O:10][C:11]2[CH:20]=[CH:19][C:18]3[CH2:17][CH2:16][C@H:15]([N:21]([CH2:29][C@@H:30]([C:32]4[CH:37]=[CH:36][CH:35]=[C:34]([Cl:38])[CH:33]=4)[OH:31])C(OC(C)(C)C)=O)[CH2:14][C:13]=3[CH:12]=2)[CH:5]=1.[OH-].[Na+]. Given the product [ClH:38].[Cl:38][C:34]1[CH:33]=[C:32]([C@@H:30]([OH:31])[CH2:29][NH:21][C@@H:15]2[CH2:14][C:13]3[CH:12]=[C:11]([O:10][C:6]4[CH:5]=[C:4]([CH:9]=[CH:8][CH:7]=4)[C:3]([OH:39])=[O:2])[CH:20]=[CH:19][C:18]=3[CH2:17][CH2:16]2)[CH:37]=[CH:36][CH:35]=1, predict the reactants needed to synthesize it. (4) Given the product [CH2:16]([O:15][C:13]([C:12]1[N:9]=[C:1]([C:2]2[CH:7]=[CH:6][CH:5]=[CH:4][CH:3]=2)[O:8][CH:11]=1)=[O:14])[CH3:17], predict the reactants needed to synthesize it. The reactants are: [C:1]([NH2:9])(=[O:8])[C:2]1[CH:7]=[CH:6][CH:5]=[CH:4][CH:3]=1.Br[CH2:11][C:12](=O)[C:13]([O:15][CH2:16][CH3:17])=[O:14].